From a dataset of Full USPTO retrosynthesis dataset with 1.9M reactions from patents (1976-2016). Predict the reactants needed to synthesize the given product. (1) Given the product [P:25]([O-:28])([O-:27])([O-:26])=[O:24].[Ca+2:33].[P:25]([O-:28])([O-:27])([O-:26])=[O:24].[Ca+2:33].[Ca+2:33], predict the reactants needed to synthesize it. The reactants are: S([O-])([O-])(=O)=O.[Al+3].S([O-])([O-])(=O)=O.S([O-])([O-])(=O)=O.[Al+3].C(=O)([O-])[O-].[Na+].[Na+].[O-:24][P:25]([O:28]P([O-])([O-])=O)(=[O:27])[O-:26].[Ca+2:33].[Ca+2]. (2) Given the product [Br:12][C:13]1[CH:14]=[C:15]([CH:19]=[C:20]([I:22])[CH:21]=1)[C:16]([O:18][C:23]([CH3:26])([CH3:25])[CH3:24])=[O:17], predict the reactants needed to synthesize it. The reactants are: [O-]S([O-])(=O)=O.[Mg+2].S(=O)(=O)(O)O.[Br:12][C:13]1[CH:14]=[C:15]([CH:19]=[C:20]([I:22])[CH:21]=1)[C:16]([OH:18])=[O:17].[C:23](O)([CH3:26])([CH3:25])[CH3:24]. (3) Given the product [CH3:33][N:34]([CH3:35])[C:36]1[CH:7]=[C:4]([CH:3]=[CH:2][C:9]=1[N:10]1[C:14]2=[N:15][CH:16]=[CH:17][C:18]([Cl:19])=[C:13]2[C:12]([CH:20]([CH3:22])[CH3:21])=[N:11]1)[C:5]#[N:6], predict the reactants needed to synthesize it. The reactants are: N[C:2]1[CH:3]=[C:4]([CH:7]=C[C:9]=1[N:10]1[C:14]2=[N:15][CH:16]=[CH:17][C:18]([Cl:19])=[C:13]2[C:12]([CH:20]([CH3:22])[CH3:21])=[N:11]1)[C:5]#[N:6].IC.[H-].[Na+].C(OCC)(=O)C.[CH3:33][N:34]([CH:36]=O)[CH3:35].